The task is: Predict the reactants needed to synthesize the given product.. This data is from Full USPTO retrosynthesis dataset with 1.9M reactions from patents (1976-2016). (1) Given the product [C:9]([O:18][CH2:13][CH2:14][CH:15]([CH3:17])[CH3:16])(=[O:10])[CH2:7][CH2:5][C:3]([CH3:2])=[O:4], predict the reactants needed to synthesize it. The reactants are: O[CH2:2][C:3]([C@H:5]([C@@H:7]([C@@H:9](CO)[OH:10])O)O)=[O:4].[CH2:13]([OH:18])[CH2:14][CH:15]([CH3:17])[CH3:16]. (2) Given the product [NH:29]1[C:24]2[CH:25]=[CH:26][CH:27]=[CH:28][C:23]=2[N:30]=[C:16]1[C:15]1[CH:20]=[CH:21][N:22]=[C:13]([NH:12][C:6]([C:5]2[CH:9]=[CH:10][C:2]([C:36]3[CH:37]=[CH:38][C:33]([C:32]([F:43])([F:42])[F:31])=[CH:34][CH:35]=3)=[CH:3][C:4]=2[CH3:11])=[O:8])[CH:14]=1, predict the reactants needed to synthesize it. The reactants are: Br[C:2]1[CH:10]=[CH:9][C:5]([C:6]([OH:8])=O)=[C:4]([CH3:11])[CH:3]=1.[NH2:12][C:13]1[CH:14]=[C:15]([CH:20]=[CH:21][N:22]=1)[C:16](OC)=O.[C:23]1([NH2:30])[CH:28]=[CH:27][CH:26]=[CH:25][C:24]=1[NH2:29].[F:31][C:32]([F:43])([F:42])[C:33]1[CH:38]=[CH:37][C:36](B(O)O)=[CH:35][CH:34]=1.